From a dataset of Peptide-MHC class I binding affinity with 185,985 pairs from IEDB/IMGT. Regression. Given a peptide amino acid sequence and an MHC pseudo amino acid sequence, predict their binding affinity value. This is MHC class I binding data. (1) The peptide sequence is SSDLRSWTF. The MHC is HLA-B27:03 with pseudo-sequence HLA-B27:03. The binding affinity (normalized) is 0.0847. (2) The MHC is HLA-A68:02 with pseudo-sequence HLA-A68:02. The binding affinity (normalized) is 0.0847. The peptide sequence is LTDRELLLL.